Dataset: CYP3A4 inhibition data for predicting drug metabolism from PubChem BioAssay. Task: Regression/Classification. Given a drug SMILES string, predict its absorption, distribution, metabolism, or excretion properties. Task type varies by dataset: regression for continuous measurements (e.g., permeability, clearance, half-life) or binary classification for categorical outcomes (e.g., BBB penetration, CYP inhibition). Dataset: cyp3a4_veith. (1) The molecule is Cc1cccc(NC(=S)NC2CC3CCCC(C2)N3Cc2cccs2)c1. The result is 0 (non-inhibitor). (2) The drug is N[C@H]1CCN(O)C1=O. The result is 0 (non-inhibitor).